This data is from Full USPTO retrosynthesis dataset with 1.9M reactions from patents (1976-2016). The task is: Predict the reactants needed to synthesize the given product. Given the product [CH3:18][O:17][C:12]1[C:11]([CH2:10][C@@H:9]([C:19]([O:21][CH2:22][CH3:23])=[O:20])[NH2:8])=[CH:16][CH:15]=[CH:14][N:13]=1, predict the reactants needed to synthesize it. The reactants are: C1(C(C2C=CC=CC=2)=[N:8][C@H:9]([C:19]([O:21][CH2:22][CH3:23])=[O:20])[CH2:10][C:11]2[C:12]([O:17][CH3:18])=[N:13][CH:14]=[CH:15][CH:16]=2)C=CC=CC=1.Cl.